Dataset: Catalyst prediction with 721,799 reactions and 888 catalyst types from USPTO. Task: Predict which catalyst facilitates the given reaction. Reactant: [CH2:1]([O:5][C:6]1[N:14]=[C:13]2[C:9]([N:10]=[C:11]([O:41]C)[N:12]2[CH2:15][CH:16]2[CH2:21][CH2:20][N:19]([CH2:22][CH2:23][CH2:24][N:25]([CH2:27][CH2:28][O:29][C:30]3[CH:35]=[CH:34][CH:33]=[C:32]([CH2:36][C:37]([O:39][CH3:40])=[O:38])[CH:31]=3)[CH3:26])[CH2:18][CH2:17]2)=[C:8]([NH2:43])[N:7]=1)[CH2:2][CH2:3][CH3:4].S(=O)(=O)(O)O.C(=O)(O)[O-].[Na+]. Product: [CH2:1]([O:5][C:6]1[N:14]=[C:13]2[C:9]([NH:10][C:11](=[O:41])[N:12]2[CH2:15][CH:16]2[CH2:21][CH2:20][N:19]([CH2:22][CH2:23][CH2:24][N:25]([CH2:27][CH2:28][O:29][C:30]3[CH:35]=[CH:34][CH:33]=[C:32]([CH2:36][C:37]([O:39][CH3:40])=[O:38])[CH:31]=3)[CH3:26])[CH2:18][CH2:17]2)=[C:8]([NH2:43])[N:7]=1)[CH2:2][CH2:3][CH3:4]. The catalyst class is: 5.